From a dataset of NCI-60 drug combinations with 297,098 pairs across 59 cell lines. Regression. Given two drug SMILES strings and cell line genomic features, predict the synergy score measuring deviation from expected non-interaction effect. (1) Drug 1: CCCCC(=O)OCC(=O)C1(CC(C2=C(C1)C(=C3C(=C2O)C(=O)C4=C(C3=O)C=CC=C4OC)O)OC5CC(C(C(O5)C)O)NC(=O)C(F)(F)F)O. Drug 2: C1CCC(C(C1)N)N.C(=O)(C(=O)[O-])[O-].[Pt+4]. Synergy scores: CSS=67.6, Synergy_ZIP=-2.68, Synergy_Bliss=-6.56, Synergy_Loewe=-11.9, Synergy_HSA=-3.29. Cell line: U251. (2) Drug 1: C1=C(C(=O)NC(=O)N1)N(CCCl)CCCl. Drug 2: CN(CCCl)CCCl.Cl. Cell line: K-562. Synergy scores: CSS=41.0, Synergy_ZIP=-6.34, Synergy_Bliss=-2.56, Synergy_Loewe=-1.50, Synergy_HSA=-1.06. (3) Drug 1: CC(C)(C#N)C1=CC(=CC(=C1)CN2C=NC=N2)C(C)(C)C#N. Drug 2: CC12CCC3C(C1CCC2OP(=O)(O)O)CCC4=C3C=CC(=C4)OC(=O)N(CCCl)CCCl.[Na+]. Cell line: M14. Synergy scores: CSS=0.691, Synergy_ZIP=-0.355, Synergy_Bliss=-1.01, Synergy_Loewe=-2.68, Synergy_HSA=-2.94. (4) Drug 1: CCC1=CC2CC(C3=C(CN(C2)C1)C4=CC=CC=C4N3)(C5=C(C=C6C(=C5)C78CCN9C7C(C=CC9)(C(C(C8N6C)(C(=O)OC)O)OC(=O)C)CC)OC)C(=O)OC.C(C(C(=O)O)O)(C(=O)O)O. Drug 2: CS(=O)(=O)CCNCC1=CC=C(O1)C2=CC3=C(C=C2)N=CN=C3NC4=CC(=C(C=C4)OCC5=CC(=CC=C5)F)Cl. Cell line: HCC-2998. Synergy scores: CSS=64.2, Synergy_ZIP=3.94, Synergy_Bliss=4.77, Synergy_Loewe=-25.1, Synergy_HSA=3.41. (5) Drug 1: CC1OCC2C(O1)C(C(C(O2)OC3C4COC(=O)C4C(C5=CC6=C(C=C35)OCO6)C7=CC(=C(C(=C7)OC)O)OC)O)O. Drug 2: CC(C)NC(=O)C1=CC=C(C=C1)CNNC.Cl. Cell line: HOP-62. Synergy scores: CSS=14.4, Synergy_ZIP=0.911, Synergy_Bliss=0.668, Synergy_Loewe=-26.9, Synergy_HSA=-1.47.